Dataset: Reaction yield outcomes from USPTO patents with 853,638 reactions. Task: Predict the reaction yield, written as a fraction of the theoretical maximum amount of product (1.0 means a 100% yield; for example, 0.34 means a 34% yield). The reactants are [S:1]([N:11]1[C:19]2[C:14](=[CH:15][CH:16]=[CH:17][CH:18]=2)[C:13]([CH:20]=O)=[CH:12]1)([C:4]1[CH:10]=[CH:9][C:7]([CH3:8])=[CH:6][CH:5]=1)(=[O:3])=[O:2].[CH2:22]([C:25]1([NH2:38])[CH2:30][CH2:29][N:28]([C:31]([O:33][C:34]([CH3:37])([CH3:36])[CH3:35])=[O:32])[CH2:27][CH2:26]1)[CH:23]=[CH2:24].C(O)(=O)C.[BH-](OC(C)=O)(OC(C)=O)OC(C)=O.[Na+].C([O-])(O)=O.[Na+]. The catalyst is ClCCCl. The product is [CH2:22]([C:25]1([NH:38][CH2:20][C:13]2[C:14]3[C:19](=[CH:18][CH:17]=[CH:16][CH:15]=3)[N:11]([S:1]([C:4]3[CH:5]=[CH:6][C:7]([CH3:8])=[CH:9][CH:10]=3)(=[O:3])=[O:2])[CH:12]=2)[CH2:30][CH2:29][N:28]([C:31]([O:33][C:34]([CH3:37])([CH3:36])[CH3:35])=[O:32])[CH2:27][CH2:26]1)[CH:23]=[CH2:24]. The yield is 0.600.